This data is from HIV replication inhibition screening data with 41,000+ compounds from the AIDS Antiviral Screen. The task is: Binary Classification. Given a drug SMILES string, predict its activity (active/inactive) in a high-throughput screening assay against a specified biological target. (1) The compound is O=[N+]([O-])c1nccn1CCC[n+]1ccc2ccccc2c1.[Br-]. The result is 0 (inactive). (2) The drug is CCOC(=O)CC(NC(=O)c1nc[nH]c1N=NN(C)C)C(=O)OCC. The result is 0 (inactive). (3) The compound is O=NNc1cnccn1. The result is 0 (inactive). (4) The molecule is Cc1cc(C(C)(C)C)oc(=O)c1NC(=O)c1ccccc1. The result is 0 (inactive). (5) The compound is O=C1NC(=O)C(=Cc2cccc(Br)c2)N1. The result is 0 (inactive). (6) The result is 0 (inactive). The molecule is Cc1cc(N(CCC#N)CCC#N)ccc1C(N=Nc1ccc([N+](=O)[O-])cc1)=NNC(=O)c1cc(Cl)ccc1C(=O)c1ccccc1.